This data is from Forward reaction prediction with 1.9M reactions from USPTO patents (1976-2016). The task is: Predict the product of the given reaction. Given the reactants [Br:1][C:2]1[CH:10]=[C:9]2[C:5]([CH2:6][CH2:7][C:8]2=[O:11])=[CH:4][CH:3]=1.Br[CH2:13][CH2:14][C:15]1[CH:20]=[CH:19][CH:18]=[CH:17][C:16]=1[CH2:21][CH2:22]Br.[H-].[Na+], predict the reaction product. The product is: [Br:1][C:2]1[CH:10]=[C:9]2[C:5]([CH2:6][C:7]3([CH2:22][CH2:21][C:16]4[CH:17]=[CH:18][CH:19]=[CH:20][C:15]=4[CH2:14][CH2:13]3)[C:8]2=[O:11])=[CH:4][CH:3]=1.